Task: Predict which catalyst facilitates the given reaction.. Dataset: Catalyst prediction with 721,799 reactions and 888 catalyst types from USPTO (1) Reactant: [NH:1]1[C:9]2[C:4](=[CH:5][CH:6]=[CH:7][CH:8]=2)[CH2:3][C@@H:2]1[C:10]([OH:12])=O.Cl.[CH3:14][O:15][C:16](=[O:19])[CH2:17][NH2:18].F[P-](F)(F)(F)(F)F.N1(O[P+](N(C)C)(N(C)C)N(C)C)C2C=CC=CC=2N=N1.CCN(C(C)C)C(C)C. Product: [CH3:14][O:15][C:16](=[O:19])[CH2:17][NH:18][C:10]([C@H:2]1[CH2:3][C:4]2[C:9](=[CH:8][CH:7]=[CH:6][CH:5]=2)[NH:1]1)=[O:12]. The catalyst class is: 634. (2) Reactant: C(OC([N:8]1[CH2:13][CH2:12][C:11]2[N:14]([CH3:38])[C:15]([C:31]3[CH:36]=[CH:35][N:34]=[C:33]([NH2:37])[N:32]=3)=[C:16]([C:17]3[CH:22]=[CH:21][CH:20]=[C:19]([O:23][C:24]([C:26]4[S:27][CH:28]=[CH:29][CH:30]=4)=[O:25])[CH:18]=3)[C:10]=2[C:9]1=[O:39])=O)(C)(C)C.Cl. Product: [NH2:37][C:33]1[N:32]=[C:31]([C:15]2[N:14]([CH3:38])[C:11]3[CH2:12][CH2:13][NH:8][C:9](=[O:39])[C:10]=3[C:16]=2[C:17]2[CH:18]=[C:19]([O:23][C:24]([C:26]3[S:27][CH:28]=[CH:29][CH:30]=3)=[O:25])[CH:20]=[CH:21][CH:22]=2)[CH:36]=[CH:35][N:34]=1. The catalyst class is: 12. (3) The catalyst class is: 38. Reactant: Cl.Cl.[Br:3][C:4]1[CH:5]=[CH:6][C:7]([CH:10]2[CH2:15][O:14][CH2:13][CH2:12][NH:11]2)=[N:8][CH:9]=1.C([O-])([O-])=O.[K+].[K+].[C:22](O[C:22]([O:24][C:25]([CH3:28])([CH3:27])[CH3:26])=[O:23])([O:24][C:25]([CH3:28])([CH3:27])[CH3:26])=[O:23]. Product: [Br:3][C:4]1[CH:5]=[CH:6][C:7]([CH:10]2[CH2:15][O:14][CH2:13][CH2:12][N:11]2[C:22]([O:24][C:25]([CH3:28])([CH3:27])[CH3:26])=[O:23])=[N:8][CH:9]=1. (4) Reactant: [CH2:1]([N:3]([CH2:6][C:7]1[CH:24]=[CH:23][C:10](/[CH:11]=[N:12]/[C:13]2[CH:21]=[CH:20][CH:19]=[C:18]3[C:14]=2[CH2:15][O:16][C:17]3=[O:22])=[CH:9][CH:8]=1)[CH2:4][CH3:5])[CH3:2].[CH3:25][C:26]1[CH:33]=[CH:32][C:29]([CH:30]=O)=[CH:28][CH:27]=1.[O-:34][CH2:35][CH3:36].[Na+].C(O)C. Product: [CH2:1]([N:3]([CH2:6][C:7]1[CH:24]=[CH:23][C:10]([CH:11]2[CH:25]([C:26]3[CH:33]=[CH:32][C:29]([CH3:30])=[CH:28][CH:27]=3)[C:35](=[O:34])[C:36]3[C:18]([C:17]([O:16][CH2:15][CH3:14])=[O:22])=[CH:19][CH:20]=[CH:21][C:13]=3[NH:12]2)=[CH:9][CH:8]=1)[CH2:4][CH3:5])[CH3:2]. The catalyst class is: 567. (5) Reactant: C(OC([NH:8][C@H:9]([C:19]([NH:21][CH2:22][C:23]#[N:24])=[O:20])[CH2:10][C:11]1[CH:16]=[C:15]([CH3:17])[CH:14]=[C:13]([CH3:18])[CH:12]=1)=O)(C)(C)C.CS(O)(=O)=O. Product: [C:23]([CH2:22][NH:21][C:19](=[O:20])[C@H:9]([CH2:10][C:11]1[CH:12]=[C:13]([CH3:18])[CH:14]=[C:15]([CH3:17])[CH:16]=1)[NH2:8])#[N:24]. The catalyst class is: 1. (6) Reactant: [NH2:1][C:2]1[CH:8]=[CH:7][CH:6]=[CH:5][C:3]=1[NH2:4].C(N(CC)CC)C.[Cl:16][C:17]1[CH:22]=[CH:21][C:20]([C:23]2[N:28]=[C:27](Cl)[C:26]([Cl:30])=[C:25]([C:31]([O:33][CH3:34])=[O:32])[N:24]=2)=[C:19]([F:35])[C:18]=1[O:36][CH3:37].O. Product: [NH2:1][C:2]1[CH:8]=[CH:7][CH:6]=[CH:5][C:3]=1[NH:4][C:25]1([C:31]([O:33][CH3:34])=[O:32])[C:26]([Cl:30])=[CH:27][N:28]=[C:23]([C:20]2[CH:21]=[CH:22][C:17]([Cl:16])=[C:18]([O:36][CH3:37])[C:19]=2[F:35])[NH:24]1. The catalyst class is: 16. (7) Reactant: I[C:2]1[CH:8]=[CH:7][C:5]([NH2:6])=[CH:4][CH:3]=1.[Br:9][C:10]1[CH:11]=[C:12](B(O)O)[CH:13]=[CH:14][CH:15]=1.C(=O)([O-])[O-].[Na+].[Na+]. Product: [Br:9][C:10]1[CH:15]=[C:14]([C:2]2[CH:8]=[CH:7][C:5]([NH2:6])=[CH:4][CH:3]=2)[CH:13]=[CH:12][CH:11]=1. The catalyst class is: 206.